Dataset: Forward reaction prediction with 1.9M reactions from USPTO patents (1976-2016). Task: Predict the product of the given reaction. (1) Given the reactants Br[C:2]1[O:6][C:5]([CH3:7])=[C:4]([CH:8]=[O:9])[CH:3]=1.[Cl:10][C:11]1[CH:16]=[C:15](B(O)O)[CH:14]=[CH:13][N:12]=1.C(=O)([O-])[O-].[Na+].[Na+].COCCOC, predict the reaction product. The product is: [Cl:10][C:11]1[CH:16]=[C:15]([C:2]2[O:6][C:5]([CH3:7])=[C:4]([CH:8]=[O:9])[CH:3]=2)[CH:14]=[CH:13][N:12]=1. (2) Given the reactants F[C:2]1[CH:7]=[CH:6][C:5]([N+:8]([O-:10])=[O:9])=[CH:4][CH:3]=1.[CH3:11][C@H:12]1[CH2:17][NH:16][C@H:15]([CH3:18])[CH2:14][NH:13]1, predict the reaction product. The product is: [CH3:11][C@H:12]1[CH2:17][NH:16][C@H:15]([CH3:18])[CH2:14][N:13]1[C:2]1[CH:7]=[CH:6][C:5]([N+:8]([O-:10])=[O:9])=[CH:4][CH:3]=1. (3) Given the reactants [C:1]1([C:7]2([C:19]3[CH:24]=[CH:23][CH:22]=[CH:21][CH:20]=3)[CH2:15][C:14]3[NH:13][N:12]=[C:11]([C:16]([OH:18])=[O:17])[C:10]=3[CH:9]=[CH:8]2)[CH:6]=[CH:5][CH:4]=[CH:3][CH:2]=1.[H-].[Na+].Cl[CH2:28][O:29][CH2:30][CH2:31][Si:32]([CH3:35])([CH3:34])[CH3:33].Cl, predict the reaction product. The product is: [C:19]1([C:7]2([C:1]3[CH:2]=[CH:3][CH:4]=[CH:5][CH:6]=3)[CH2:15][C:14]3[N:13]([CH2:28][O:29][CH2:30][CH2:31][Si:32]([CH3:35])([CH3:34])[CH3:33])[N:12]=[C:11]([C:16]([OH:18])=[O:17])[C:10]=3[CH:9]=[CH:8]2)[CH:24]=[CH:23][CH:22]=[CH:21][CH:20]=1. (4) Given the reactants [C:1]([C:5]1[CH:10]=[CH:9][C:8]([NH:11][C:12](=[O:20])[C:13]2[CH:18]=[CH:17][CH:16]=[N:15][C:14]=2F)=[CH:7][CH:6]=1)([CH3:4])([CH3:3])[CH3:2].Cl.Cl.[NH:23]1[C:27]2=[N:28][CH:29]=[CH:30][C:31]([CH2:32][NH2:33])=[C:26]2[CH:25]=[CH:24]1, predict the reaction product. The product is: [C:1]([C:5]1[CH:10]=[CH:9][C:8]([NH:11][C:12](=[O:20])[C:13]2[CH:18]=[CH:17][CH:16]=[N:15][C:14]=2[NH:33][CH2:32][C:31]2[CH:30]=[CH:29][N:28]=[C:27]3[NH:23][CH:24]=[CH:25][C:26]=23)=[CH:7][CH:6]=1)([CH3:4])([CH3:3])[CH3:2]. (5) Given the reactants CS[C:3]1[NH:8][C:7](=[O:9])[CH:6]=[C:5]([CH2:10][CH2:11][CH3:12])[N:4]=1.[NH2:13][C:14]1[CH:15]=[C:16]([CH:19]=[CH:20][CH:21]=1)[C:17]#[N:18], predict the reaction product. The product is: [O:9]=[C:7]1[NH:8][C:3]([NH:13][C:14]2[CH:15]=[C:16]([CH:19]=[CH:20][CH:21]=2)[C:17]#[N:18])=[N:4][C:5]([CH2:10][CH2:11][CH3:12])=[CH:6]1. (6) Given the reactants [NH2:1][C:2]1[CH:7]=[CH:6][C:5]([N:8]([CH2:11][CH3:12])[CH2:9][CH3:10])=[CH:4][C:3]=1[C:13]1[CH:14]=[C:15]([CH:30]=[CH:31][N:32]=1)[C:16]([NH:18][CH2:19][C:20]1[CH:25]=[CH:24][CH:23]=[C:22]([C:26]([F:29])([F:28])[F:27])[CH:21]=1)=[O:17].[C:33]([O:37][C:38]([C:40]1[CH:41]=[C:42]([CH:46]=[CH:47][CH:48]=1)[C:43](O)=[O:44])=[O:39])([CH3:36])([CH3:35])[CH3:34].CCN(C(C)C)C(C)C.CN(C(ON1N=NC2C=CC=NC1=2)=[N+](C)C)C.F[P-](F)(F)(F)(F)F, predict the reaction product. The product is: [CH2:9]([N:8]([CH2:11][CH3:12])[C:5]1[CH:6]=[CH:7][C:2]([NH:1][C:43]([C:42]2[CH:41]=[C:40]([CH:48]=[CH:47][CH:46]=2)[C:38]([O:37][C:33]([CH3:35])([CH3:36])[CH3:34])=[O:39])=[O:44])=[C:3]([C:13]2[CH:14]=[C:15]([C:16](=[O:17])[NH:18][CH2:19][C:20]3[CH:25]=[CH:24][CH:23]=[C:22]([C:26]([F:27])([F:28])[F:29])[CH:21]=3)[CH:30]=[CH:31][N:32]=2)[CH:4]=1)[CH3:10].